Regression. Given two drug SMILES strings and cell line genomic features, predict the synergy score measuring deviation from expected non-interaction effect. From a dataset of NCI-60 drug combinations with 297,098 pairs across 59 cell lines. (1) Drug 1: C1CN1P(=S)(N2CC2)N3CC3. Drug 2: CC1CCC2CC(C(=CC=CC=CC(CC(C(=O)C(C(C(=CC(C(=O)CC(OC(=O)C3CCCCN3C(=O)C(=O)C1(O2)O)C(C)CC4CCC(C(C4)OC)OCCO)C)C)O)OC)C)C)C)OC. Cell line: HT29. Synergy scores: CSS=5.98, Synergy_ZIP=-2.24, Synergy_Bliss=2.08, Synergy_Loewe=0.298, Synergy_HSA=0.494. (2) Drug 1: C(=O)(N)NO. Synergy scores: CSS=19.0, Synergy_ZIP=0.133, Synergy_Bliss=1.88, Synergy_Loewe=-5.28, Synergy_HSA=-1.17. Cell line: HCC-2998. Drug 2: CC1C(C(CC(O1)OC2CC(CC3=C2C(=C4C(=C3O)C(=O)C5=C(C4=O)C(=CC=C5)OC)O)(C(=O)CO)O)N)O.Cl. (3) Drug 1: CC1=C2C(C(=O)C3(C(CC4C(C3C(C(C2(C)C)(CC1OC(=O)C(C(C5=CC=CC=C5)NC(=O)OC(C)(C)C)O)O)OC(=O)C6=CC=CC=C6)(CO4)OC(=O)C)OC)C)OC. Drug 2: C1=CN(C(=O)N=C1N)C2C(C(C(O2)CO)O)O.Cl. Cell line: NCIH23. Synergy scores: CSS=40.9, Synergy_ZIP=-11.2, Synergy_Bliss=-8.97, Synergy_Loewe=-6.79, Synergy_HSA=-4.41. (4) Synergy scores: CSS=-1.31, Synergy_ZIP=0.702, Synergy_Bliss=1.38, Synergy_Loewe=-2.19, Synergy_HSA=-0.676. Cell line: SNB-75. Drug 2: CC1=C(C=C(C=C1)C(=O)NC2=CC(=CC(=C2)C(F)(F)F)N3C=C(N=C3)C)NC4=NC=CC(=N4)C5=CN=CC=C5. Drug 1: CN(C)N=NC1=C(NC=N1)C(=O)N. (5) Drug 1: CS(=O)(=O)C1=CC(=C(C=C1)C(=O)NC2=CC(=C(C=C2)Cl)C3=CC=CC=N3)Cl. Drug 2: C1=C(C(=O)NC(=O)N1)F. Cell line: COLO 205. Synergy scores: CSS=59.3, Synergy_ZIP=-1.86, Synergy_Bliss=-6.03, Synergy_Loewe=-11.6, Synergy_HSA=-8.66.